Task: Predict the product of the given reaction.. Dataset: Forward reaction prediction with 1.9M reactions from USPTO patents (1976-2016) (1) Given the reactants F[P-](F)(F)(F)(F)F.N1(OC(N(C)C)=[N+](C)C)C2N=CC=CC=2N=N1.[CH3:25][C:26]1[CH:31]=[C:30]([C:32]2[C:40]3[C:35](=[CH:36][CH:37]=[C:38]([C:41](O)=[O:42])[CH:39]=3)[N:34]([C:44]([C:57]3[CH:62]=[CH:61][CH:60]=[CH:59][CH:58]=3)([C:51]3[CH:56]=[CH:55][CH:54]=[CH:53][CH:52]=3)[C:45]3[CH:50]=[CH:49][CH:48]=[CH:47][CH:46]=3)[N:33]=2)[CH:29]=[CH:28][N:27]=1.[N:63]1([CH2:72][C:73]2([OH:80])[CH2:78][CH2:77][CH2:76][CH:75]([NH2:79])[CH2:74]2)[C:71]2[C:66](=[CH:67][CH:68]=[CH:69][CH:70]=2)[CH:65]=[N:64]1.C(N(C(C)C)CC)(C)C, predict the reaction product. The product is: [N:63]1([CH2:72][C:73]2([OH:80])[CH2:78][CH2:77][CH2:76][C@@H:75]([NH:79][C:41]([C:38]3[CH:39]=[C:40]4[C:35](=[CH:36][CH:37]=3)[N:34]([C:44]([C:45]3[CH:46]=[CH:47][CH:48]=[CH:49][CH:50]=3)([C:51]3[CH:56]=[CH:55][CH:54]=[CH:53][CH:52]=3)[C:57]3[CH:58]=[CH:59][CH:60]=[CH:61][CH:62]=3)[N:33]=[C:32]4[C:30]3[CH:29]=[CH:28][N:27]=[C:26]([CH3:25])[CH:31]=3)=[O:42])[CH2:74]2)[C:71]2[C:66](=[CH:67][CH:68]=[CH:69][CH:70]=2)[CH:65]=[N:64]1. (2) The product is: [Cl:16][C:17]1[CH:22]=[C:21]([C:2]2[CH:3]=[C:4]3[C:9](=[CH:10][CH:11]=2)[NH:8][C:7](=[O:12])[CH2:6][N:5]3[CH:13]([CH3:15])[CH3:14])[CH:20]=[CH:19][CH:18]=1. Given the reactants Br[C:2]1[CH:3]=[C:4]2[C:9](=[CH:10][CH:11]=1)[NH:8][C:7](=[O:12])[CH2:6][N:5]2[CH:13]([CH3:15])[CH3:14].[Cl:16][C:17]1[CH:18]=[C:19](B(O)O)[CH:20]=[CH:21][CH:22]=1.C(=O)([O-])[O-].[K+].[K+], predict the reaction product. (3) Given the reactants [C:1]([C:3]1[CH:4]=[C:5]([CH:10]=[CH:11][C:12]=1[CH2:13][N:14]1[CH2:19][CH2:18][CH:17]([CH2:20][N:21]([C@@H:28]2[CH2:30][C@H:29]2[C:31]2[CH:36]=[CH:35][CH:34]=[CH:33][CH:32]=2)C(=O)C(F)(F)F)[CH2:16][CH2:15]1)[C:6]([O:8]C)=[O:7])#[N:2].[OH-].[K+:38], predict the reaction product. The product is: [C:1]([C:3]1[CH:4]=[C:5]([CH:10]=[CH:11][C:12]=1[CH2:13][N:14]1[CH2:19][CH2:18][CH:17]([CH2:20][NH:21][C@@H:28]2[CH2:30][C@H:29]2[C:31]2[CH:36]=[CH:35][CH:34]=[CH:33][CH:32]=2)[CH2:16][CH2:15]1)[C:6]([O-:8])=[O:7])#[N:2].[K+:38]. (4) Given the reactants C([O:4][C:5]1[CH:35]=[CH:34][C:8]([CH2:9][N:10]2[C:15](=[O:16])[C:14]([C:17]3[CH:22]=[CH:21][C:20]([F:23])=[CH:19][CH:18]=3)=[C:13]([C:24]3[CH:29]=[CH:28][C:27]([S:30]([CH3:33])(=[O:32])=[O:31])=[CH:26][CH:25]=3)[CH:12]=[N:11]2)=[CH:7][CH:6]=1)(=O)C.O.[OH-].[Li+].CO.C(O)(=O)CC(CC(O)=O)(C(O)=O)O, predict the reaction product. The product is: [OH:4][C:5]1[CH:35]=[CH:34][C:8]([CH2:9][N:10]2[C:15](=[O:16])[C:14]([C:17]3[CH:18]=[CH:19][C:20]([F:23])=[CH:21][CH:22]=3)=[C:13]([C:24]3[CH:29]=[CH:28][C:27]([S:30]([CH3:33])(=[O:32])=[O:31])=[CH:26][CH:25]=3)[CH:12]=[N:11]2)=[CH:7][CH:6]=1. (5) Given the reactants [O:1]([C:8]1[CH:13]=[CH:12][C:11]([C:14]2[C:22]3[C:17](=[N:18][CH:19]=[N:20][C:21]=3[NH2:23])[NH:16][N:15]=2)=[CH:10][CH:9]=1)[C:2]1[CH:7]=[CH:6][CH:5]=[CH:4][CH:3]=1.[O:24]1[C:28]2([CH2:33][CH2:32][CH:31](O)[CH2:30][CH2:29]2)[O:27][CH2:26][CH2:25]1.C1(P(C2C=CC=CC=2)C2C=CC=CC=2)C=CC=CC=1.N(C(OCC)=O)=NC(OCC)=O, predict the reaction product. The product is: [O:24]1[C:28]2([CH2:33][CH2:32][CH:31]([N:16]3[C:17]4=[N:18][CH:19]=[N:20][C:21]([NH2:23])=[C:22]4[C:14]([C:11]4[CH:12]=[CH:13][C:8]([O:1][C:2]5[CH:7]=[CH:6][CH:5]=[CH:4][CH:3]=5)=[CH:9][CH:10]=4)=[N:15]3)[CH2:30][CH2:29]2)[O:27][CH2:26][CH2:25]1. (6) Given the reactants C(O[C:4]1[C:9]([C:10]2[NH:11][C:12](=[O:22])[C:13]3[C:14](=[C:16]([CH2:20][CH3:21])[N:17]([CH3:19])[N:18]=3)[N:15]=2)=[CH:8][C:7]([S:23]([N:26]2[CH2:31][CH2:30][N:29]([CH2:32][CH3:33])[CH2:28][CH2:27]2)(=[O:25])=[O:24])=[CH:6][N:5]=1)C.C[Si]([N-][Si](C)(C)C)(C)C.[K+].[CH3:44][C@@H:45]([OH:48])[CH2:46][CH3:47], predict the reaction product. The product is: [CH2:20]([C:16]1[N:17]([CH3:19])[N:18]=[C:13]2[C:12](=[O:22])[NH:11][C:10]([C:9]3[C:4]([O:48][C@H:45]([CH3:44])[CH2:46][CH3:47])=[N:5][CH:6]=[C:7]([S:23]([N:26]4[CH2:27][CH2:28][N:29]([CH2:32][CH3:33])[CH2:30][CH2:31]4)(=[O:25])=[O:24])[CH:8]=3)=[N:15][C:14]=12)[CH3:21]. (7) Given the reactants [C:1]([NH:4][C:5]1[N:6]=[C:7](C2N=CNN=2)[C:8]2[N:14]=[C:13]([C:15]3[CH:20]=[CH:19][C:18]([F:21])=[CH:17][CH:16]=3)[CH:12]=[CH:11][C:9]=2[N:10]=1)(=[O:3])[CH3:2].[NH2:27][C:28]1[CH:33]=[CH:32][CH:31]=[CH:30][CH:29]=1, predict the reaction product. The product is: [C:1]([NH:4][C:5]1[N:6]=[C:7]([NH:27][C:28]2[CH:33]=[CH:32][CH:31]=[CH:30][CH:29]=2)[C:8]2[N:14]=[C:13]([C:15]3[CH:20]=[CH:19][C:18]([F:21])=[CH:17][CH:16]=3)[CH:12]=[CH:11][C:9]=2[N:10]=1)(=[O:3])[CH3:2]. (8) The product is: [CH3:21][Si:22]([C:25]#[C:26][C:2]1[CH:11]=[CH:10][C:5]([C:6]([O:8][CH3:9])=[O:7])=[CH:4][CH:3]=1)([CH3:24])[CH3:23]. Given the reactants I[C:2]1[CH:11]=[CH:10][C:5]([C:6]([O:8][CH3:9])=[O:7])=[CH:4][CH:3]=1.C(N(C(C)C)CC)(C)C.[CH3:21][Si:22]([C:25]#[CH:26])([CH3:24])[CH3:23], predict the reaction product.